Dataset: Forward reaction prediction with 1.9M reactions from USPTO patents (1976-2016). Task: Predict the product of the given reaction. (1) Given the reactants [Br:1][C:2]1[CH:3]=[C:4]([N:10]=[C:11]([CH3:13])[CH3:12])[C:5]([CH2:8][CH3:9])=[N:6][CH:7]=1.CC(O)=O.C(O[BH-](OC(=O)C)OC(=O)C)(=O)C.[Na+], predict the reaction product. The product is: [Br:1][C:2]1[CH:3]=[C:4]([NH:10][CH:11]([CH3:12])[CH3:13])[C:5]([CH2:8][CH3:9])=[N:6][CH:7]=1. (2) Given the reactants [N:1]1([CH2:5][CH2:6][C:7]([O:9]CC)=[O:8])[CH2:4][CH2:3][CH2:2]1.[Li+].[OH-].Cl, predict the reaction product. The product is: [N:1]1([CH2:5][CH2:6][C:7]([OH:9])=[O:8])[CH2:4][CH2:3][CH2:2]1. (3) Given the reactants Cl[C:2]1[C:14]2[C:13]3[CH2:12][CH:11]([C:15]([N:17]4[CH2:22][CH2:21][N:20]([CH3:23])[CH2:19][CH2:18]4)=[O:16])[CH2:10][CH2:9][C:8]=3[NH:7][C:6]=2[N:5]=[CH:4][N:3]=1.[NH:24]1[C:28]2=[CH:29][N:30]=[C:31]([NH2:33])[CH:32]=[C:27]2[CH:26]=[N:25]1, predict the reaction product. The product is: [CH3:23][N:20]1[CH2:19][CH2:18][N:17]([C:15]([CH:11]2[CH2:10][CH2:9][C:8]3[NH:7][C:6]4[N:5]=[CH:4][N:3]=[C:2]([NH:33][C:31]5[CH:32]=[C:27]6[CH:26]=[N:25][NH:24][C:28]6=[CH:29][N:30]=5)[C:14]=4[C:13]=3[CH2:12]2)=[O:16])[CH2:22][CH2:21]1. (4) Given the reactants [CH:1]12[CH2:7][CH:4]([CH:5]=[CH:6]1)[CH2:3][CH:2]2[OH:8].ClCCl.[C:12](OC(=O)C)(=[O:14])[CH3:13], predict the reaction product. The product is: [CH:1]12[CH2:7][CH:4]([CH:5]=[CH:6]1)[CH2:3][CH:2]2[O:8][C:12](=[O:14])[CH3:13]. (5) Given the reactants [F:1][C:2]1[C:8]([O:9][CH3:10])=[CH:7][C:6]([O:11][CH3:12])=[C:5]([F:13])[C:3]=1[NH2:4].C(O[BH-](OC(=O)C)OC(=O)C)(=O)C.[Na+].[Cl:28][C:29]1[C:34]([CH:35]=O)=[CH:33][N:32]=[C:31]([Cl:37])[CH:30]=1, predict the reaction product. The product is: [Cl:28][C:29]1[CH:30]=[C:31]([Cl:37])[N:32]=[CH:33][C:34]=1[CH2:35][NH:4][C:3]1[C:2]([F:1])=[C:8]([O:9][CH3:10])[CH:7]=[C:6]([O:11][CH3:12])[C:5]=1[F:13]. (6) Given the reactants [OH:1][C:2]1[CH:3]=[C:4]([CH:7]=[CH:8][CH:9]=1)[CH:5]=[O:6].[C:10]([O-])([O-])=O.[K+].[K+].CI.O, predict the reaction product. The product is: [CH3:10][O:1][C:2]1[CH:3]=[C:4]([CH:7]=[CH:8][CH:9]=1)[CH:5]=[O:6]. (7) Given the reactants C([NH:8][C:9]1[CH:14]=[CH:13][C:12]([C:15]2[CH:24]=[C:23]3[C:18]([CH:19]=[CH:20][CH:21]=[N:22]3)=[C:17]([N:25]3[CH2:30][CH2:29][O:28][CH2:27][CH2:26]3)[N:16]=2)=[CH:11][C:10]=1[Cl:31])C1C=CC=CC=1.C1CC=CCC=1, predict the reaction product. The product is: [Cl:31][C:10]1[CH:11]=[C:12]([C:15]2[CH:24]=[C:23]3[C:18]([CH:19]=[CH:20][CH:21]=[N:22]3)=[C:17]([N:25]3[CH2:30][CH2:29][O:28][CH2:27][CH2:26]3)[N:16]=2)[CH:13]=[CH:14][C:9]=1[NH2:8].